From a dataset of Forward reaction prediction with 1.9M reactions from USPTO patents (1976-2016). Predict the product of the given reaction. (1) Given the reactants Cl.[F:2][C:3]1[CH:8]=[CH:7][C:6]([C:9]2[CH:14]=[CH:13][N:12]([CH2:15][CH2:16][C@@:17]([CH3:32])([S:28]([CH3:31])(=[O:30])=[O:29])[C:18]([NH:20][O:21]C3CCCCO3)=[O:19])[C:11](=[O:33])[CH:10]=2)=[CH:5][CH:4]=1, predict the reaction product. The product is: [F:2][C:3]1[CH:8]=[CH:7][C:6]([C:9]2[CH:14]=[CH:13][N:12]([CH2:15][CH2:16][C@@:17]([CH3:32])([S:28]([CH3:31])(=[O:29])=[O:30])[C:18]([NH:20][OH:21])=[O:19])[C:11](=[O:33])[CH:10]=2)=[CH:5][CH:4]=1. (2) Given the reactants [CH3:1][N:2]([CH2:4][C:5]1[C:13]2[O:12][N:11]=[C:10]([CH2:14][CH2:15][CH:16]3[CH2:21][CH2:20][NH:19][CH2:18][CH2:17]3)[C:9]=2[CH:8]=[CH:7][C:6]=1[O:22][CH2:23][C:24]1[CH:31]=[CH:30][C:27]([C:28]#[N:29])=[CH:26][CH:25]=1)[CH3:3].[CH:32](=O)[C:33]1[CH:38]=[CH:37][CH:36]=[CH:35][CH:34]=1.C(O[BH-](OC(=O)C)OC(=O)C)(=O)C.[Na+].[OH-].[Na+].[Cl-].[Na+], predict the reaction product. The product is: [CH2:32]([N:19]1[CH2:20][CH2:21][CH:16]([CH2:15][CH2:14][C:10]2[C:9]3[CH:8]=[CH:7][C:6]([O:22][CH2:23][C:24]4[CH:25]=[CH:26][C:27]([C:28]#[N:29])=[CH:30][CH:31]=4)=[C:5]([CH2:4][N:2]([CH3:3])[CH3:1])[C:13]=3[O:12][N:11]=2)[CH2:17][CH2:18]1)[C:33]1[CH:38]=[CH:37][CH:36]=[CH:35][CH:34]=1. (3) Given the reactants [Br:1][C:2]1[CH:14]=[CH:13][C:5]([CH2:6][NH:7][CH:8]([CH3:12])[CH2:9][CH2:10]O)=[C:4]([F:15])[CH:3]=1.CC[N+]([S:23]([N:26]=[C:27]([O:29][CH3:30])[O-:28])(=[O:25])=[O:24])(CC)CC, predict the reaction product. The product is: [Br:1][C:2]1[CH:14]=[CH:13][C:5]([CH2:6][N:7]2[S:23](=[O:25])(=[O:24])[N:26]([C:27]([O:29][CH3:30])=[O:28])[CH2:10][CH2:9][CH:8]2[CH3:12])=[C:4]([F:15])[CH:3]=1. (4) Given the reactants [NH2:1][C:2]1[N:10]=[C:9]([O:11][CH2:12][CH2:13][CH2:14][CH3:15])[N:8]=[C:7]2[C:3]=1[NH:4][C:5](=[O:37])[N:6]2[CH2:16][CH2:17][N:18]1[CH2:23][CH2:22][CH:21]([NH:24][CH2:25][C:26]2[CH:27]=[C:28]([CH2:32][C:33]([O:35]C)=[O:34])[CH:29]=[CH:30][CH:31]=2)[CH2:20][CH2:19]1.[OH-].[Li+], predict the reaction product. The product is: [NH2:1][C:2]1[N:10]=[C:9]([O:11][CH2:12][CH2:13][CH2:14][CH3:15])[N:8]=[C:7]2[C:3]=1[NH:4][C:5](=[O:37])[N:6]2[CH2:16][CH2:17][N:18]1[CH2:19][CH2:20][CH:21]([NH:24][CH2:25][C:26]2[CH:27]=[C:28]([CH2:32][C:33]([OH:35])=[O:34])[CH:29]=[CH:30][CH:31]=2)[CH2:22][CH2:23]1. (5) Given the reactants [C:1]([O:5][C:6](=[O:27])[NH:7][C:8]1[CH:13]=[CH:12][CH:11]=[CH:10][C:9]=1[NH:14][C:15]([C:17]1[S:21][C:20]2[CH:22]=[CH:23][C:24]([OH:26])=[CH:25][C:19]=2[CH:18]=1)=[O:16])([CH3:4])([CH3:3])[CH3:2].C(=O)([O-])[O-].[K+].[K+].Br[CH2:35][CH2:36][O:37][CH2:38][CH2:39][O:40][CH3:41], predict the reaction product. The product is: [C:1]([O:5][C:6](=[O:27])[NH:7][C:8]1[CH:13]=[CH:12][CH:11]=[CH:10][C:9]=1[NH:14][C:15]([C:17]1[S:21][C:20]2[CH:22]=[CH:23][C:24]([O:26][CH2:35][CH2:36][O:37][CH2:38][CH2:39][O:40][CH3:41])=[CH:25][C:19]=2[CH:18]=1)=[O:16])([CH3:4])([CH3:2])[CH3:3]. (6) Given the reactants [NH2:1][C:2]1[CH:3]=[C:4]([N:16]([CH2:21][C:22]2[CH:27]=[CH:26][C:25]([O:28][CH3:29])=[CH:24][CH:23]=2)[C:17](=[O:20])[O:18][CH3:19])[CH:5]=[C:6]([N:9]2[CH2:14][CH2:13][N:12]([CH3:15])[CH2:11][CH2:10]2)[C:7]=1[F:8].[CH:30]1([N:33]([CH2:49][C:50]2[CH:55]=[CH:54][C:53]([O:56][CH3:57])=[CH:52][CH:51]=2)[C:34]2[C:39]3=[N:40][CH:41]=[C:42]([C:43]#[N:44])[N:38]3[N:37]=[C:36](S(C)(=O)=O)[N:35]=2)[CH2:32][CH2:31]1.C([O-])([O-])=O.[Cs+].[Cs+], predict the reaction product. The product is: [C:43]([C:42]1[N:38]2[C:39]([C:34]([N:33]([CH:30]3[CH2:32][CH2:31]3)[CH2:49][C:50]3[CH:55]=[CH:54][C:53]([O:56][CH3:57])=[CH:52][CH:51]=3)=[N:35][C:36]([NH:1][C:2]3[CH:3]=[C:4]([N:16]([CH2:21][C:22]4[CH:23]=[CH:24][C:25]([O:28][CH3:29])=[CH:26][CH:27]=4)[C:17](=[O:20])[O:18][CH3:19])[CH:5]=[C:6]([N:9]4[CH2:10][CH2:11][N:12]([CH3:15])[CH2:13][CH2:14]4)[C:7]=3[F:8])=[N:37]2)=[N:40][CH:41]=1)#[N:44]. (7) Given the reactants [CH3:1][O:2][C:3]([C:5]1[C:13]2[C:8](=[N:9][CH:10]=[C:11]([F:14])[CH:12]=2)[N:7]([S:15]([C:18]2[CH:23]=[CH:22][CH:21]=[CH:20][CH:19]=2)(=[O:17])=[O:16])[C:6]=1[CH3:24])=[O:4].[Br:25]N1C(C)(C)C(=O)N(Br)C1=O, predict the reaction product. The product is: [CH3:1][O:2][C:3]([C:5]1[C:13]2[C:8](=[N:9][CH:10]=[C:11]([F:14])[CH:12]=2)[N:7]([S:15]([C:18]2[CH:23]=[CH:22][CH:21]=[CH:20][CH:19]=2)(=[O:17])=[O:16])[C:6]=1[CH2:24][Br:25])=[O:4]. (8) Given the reactants C(Cl)Cl.C(OC(=O)[NH:10][CH2:11][CH2:12][CH2:13][NH:14][C:15]([C:17]1[CH:18]=[C:19]([C:24]2[CH:29]=[CH:28][C:27]([C:30]3[CH:35]=[CH:34][CH:33]=[CH:32][CH:31]=3)=[CH:26][CH:25]=2)[C:20]([Cl:23])=[CH:21][CH:22]=1)=[O:16])(C)(C)C.FC(F)(F)C(O)=O, predict the reaction product. The product is: [NH2:10][CH2:11][CH2:12][CH2:13][NH:14][C:15]([C:17]1[CH:18]=[C:19]([C:24]2[CH:29]=[CH:28][C:27]([C:30]3[CH:35]=[CH:34][CH:33]=[CH:32][CH:31]=3)=[CH:26][CH:25]=2)[C:20]([Cl:23])=[CH:21][CH:22]=1)=[O:16]. (9) Given the reactants [OH:1][NH:2][C:3](=[NH:6])[CH2:4][OH:5].[F:7][C:8]1[CH:16]=[CH:15][C:11]([C:12](Cl)=O)=[CH:10][CH:9]=1.N1C=CC=C[CH:18]=1, predict the reaction product. The product is: [F:7][C:8]1[CH:16]=[CH:15][C:11]([C:12]2[O:1][N:2]=[C:3]([CH:4]([OH:5])[CH3:18])[N:6]=2)=[CH:10][CH:9]=1. (10) Given the reactants C1(C(C2C=CC=CC=2)[N:8]2[CH2:11][CH:10]([N:12]3[CH2:16][CH2:15][CH:14]([OH:17])[CH2:13]3)[CH2:9]2)C=CC=CC=1.[ClH:24], predict the reaction product. The product is: [ClH:24].[ClH:24].[NH:8]1[CH2:11][CH:10]([N:12]2[CH2:16][CH2:15][CH:14]([OH:17])[CH2:13]2)[CH2:9]1.